From a dataset of Forward reaction prediction with 1.9M reactions from USPTO patents (1976-2016). Predict the product of the given reaction. The product is: [CH3:1][O:2][C:3]1[C:4]([C:21]([NH:43][C:44]2[CH:36]=[CH:37][CH:38]=[CH:39][CH:40]=2)=[O:22])=[CH:5][C:6]2[C:11]([CH:12]=1)=[CH:10][CH:9]=[C:8]([C:13]1[CH:18]=[CH:17][CH:16]=[C:15]([O:19][CH3:20])[CH:14]=1)[CH:7]=2. Given the reactants [CH3:1][O:2][C:3]1[C:4]([C:21](O)=[O:22])=[CH:5][C:6]2[C:11]([CH:12]=1)=[CH:10][CH:9]=[C:8]([C:13]1[CH:18]=[CH:17][CH:16]=[C:15]([O:19][CH3:20])[CH:14]=1)[CH:7]=2.CCN=C=NCCCN(C)C.O[C:36]1[C:44]2[N:43]=NN[C:40]=2[CH:39]=[CH:38][CH:37]=1.NC1C=CC=CC=1.C(N(CC)CC)C.Cl, predict the reaction product.